This data is from Catalyst prediction with 721,799 reactions and 888 catalyst types from USPTO. The task is: Predict which catalyst facilitates the given reaction. (1) Reactant: [Br:1][C:2]1[C:3](F)=[C:4]([CH:7]=[CH:8][CH:9]=1)[CH:5]=[O:6].C(=O)([O-])[O-].[K+].[K+].[CH3:17][C:18]([SH:21])([CH3:20])[CH3:19].O. Product: [Br:1][C:2]1[C:3]([S:21][C:18]([CH3:20])([CH3:19])[CH3:17])=[C:4]([CH:7]=[CH:8][CH:9]=1)[CH:5]=[O:6]. The catalyst class is: 3. (2) Reactant: [CH2:1]([O:3][C:4](=[O:20])/[C:5](/[NH2:19])=[CH:6]/[C:7](=[O:18])/[CH:8]=[CH:9]/[C:10]1[CH:15]=[CH:14][C:13]([Cl:16])=[CH:12][C:11]=1[F:17])[CH3:2]. Product: [CH2:1]([O:3][C:4]([C:5]1[NH:19][CH:9]([C:10]2[CH:15]=[CH:14][C:13]([Cl:16])=[CH:12][C:11]=2[F:17])[CH2:8][C:7](=[O:18])[CH:6]=1)=[O:20])[CH3:2]. The catalyst class is: 12. (3) The catalyst class is: 17. Product: [O:12]1[CH2:17][CH2:16][CH:15]([O:18][S:7]([C:4]2[CH:5]=[CH:6][C:1]([CH3:11])=[CH:2][CH:3]=2)(=[O:9])=[O:8])[CH2:14][CH2:13]1. Reactant: [C:1]1([CH3:11])[CH:6]=[CH:5][C:4]([S:7](Cl)(=[O:9])=[O:8])=[CH:3][CH:2]=1.[O:12]1[CH2:17][CH2:16][CH:15]([OH:18])[CH2:14][CH2:13]1.Cl. (4) Reactant: [NH:1]1[CH2:6][CH2:5][CH:4]([C:7]2[O:11][C:10]([C:12]3[C:13]([NH2:25])=[N:14][CH:15]=[C:16]([C:18]4[CH:23]=[CH:22][C:21]([CH3:24])=[CH:20][CH:19]=4)[CH:17]=3)=[N:9][N:8]=2)[CH2:3][CH2:2]1.[H-].[Na+].[CH3:28]I. Product: [CH3:28][N:1]1[CH2:6][CH2:5][CH:4]([C:7]2[O:11][C:10]([C:12]3[C:13]([NH2:25])=[N:14][CH:15]=[C:16]([C:18]4[CH:23]=[CH:22][C:21]([CH3:24])=[CH:20][CH:19]=4)[CH:17]=3)=[N:9][N:8]=2)[CH2:3][CH2:2]1. The catalyst class is: 1. (5) Reactant: Cl.[NH2:2][CH2:3][C:4]([O:6][C:7]([CH3:10])([CH3:9])[CH3:8])=[O:5].F[C:12]1[CH:13]=[C:14]([C:21]2[CH:26]=[CH:25][C:24]([C:27]([F:30])([F:29])[F:28])=[CH:23][CH:22]=2)[CH:15]=[CH:16][C:17]=1[N+:18]([O-:20])=[O:19].C(N(CC)CC)C. Product: [N+:18]([C:17]1[CH:12]=[CH:13][C:14]([C:21]2[CH:26]=[CH:25][C:24]([C:27]([F:28])([F:29])[F:30])=[CH:23][CH:22]=2)=[CH:15][C:16]=1[NH:2][CH2:3][C:4]([O:6][C:7]([CH3:10])([CH3:9])[CH3:8])=[O:5])([O-:20])=[O:19]. The catalyst class is: 12.